This data is from Full USPTO retrosynthesis dataset with 1.9M reactions from patents (1976-2016). The task is: Predict the reactants needed to synthesize the given product. (1) Given the product [Br:1][C:2]1[CH:3]=[C:4]([CH2:8][C:10]2[S:11][C:12]([CH2:15][CH3:16])=[CH:13][CH:14]=2)[CH:5]=[CH:6][CH:7]=1, predict the reactants needed to synthesize it. The reactants are: [Br:1][C:2]1[CH:3]=[C:4]([CH:8]([C:10]2[S:11][C:12]([CH2:15][CH3:16])=[CH:13][CH:14]=2)O)[CH:5]=[CH:6][CH:7]=1.C([SiH](CC)CC)C.C(=O)([O-])O.[Na+]. (2) The reactants are: C[O-].[Na+].[C:4]([C:6]1[CH:7]=[C:8]([C:12]2[CH:13]=[N:14][C:15]([NH:27][C:28]([NH:30][CH2:31][CH3:32])=[O:29])=[CH:16][C:17]=2[C:18]2[S:19][CH:20]=[C:21]([C:23]([F:26])([F:25])[F:24])[N:22]=2)[CH:9]=[N:10][CH:11]=1)#[N:5].[Cl-].[NH4+:34]. Given the product [CH2:31]([NH:30][C:28](=[O:29])[NH:27][C:15]1[N:14]=[CH:13][C:12]([C:8]2[CH:9]=[N:10][CH:11]=[C:6]([C:4](=[NH:34])[NH2:5])[CH:7]=2)=[C:17]([C:18]2[S:19][CH:20]=[C:21]([C:23]([F:25])([F:24])[F:26])[N:22]=2)[CH:16]=1)[CH3:32], predict the reactants needed to synthesize it. (3) Given the product [Br:24][C:25]1[CH:30]=[CH:29][CH:28]=[C:27]([C:31]([F:32])([F:33])[F:34])[C:26]=1[CH2:35][N:16]1[C:17]2[C:22](=[C:21]([F:23])[CH:20]=[CH:19][CH:18]=2)[C:14]([C:3]2[C:2]([F:1])=[CH:11][C:6]([C:7]([O:9][CH3:10])=[O:8])=[C:5]([O:12][CH3:13])[CH:4]=2)=[N:15]1, predict the reactants needed to synthesize it. The reactants are: [F:1][C:2]1[C:3]([C:14]2[C:22]3[C:17](=[CH:18][CH:19]=[CH:20][C:21]=3[F:23])[NH:16][N:15]=2)=[CH:4][C:5]([O:12][CH3:13])=[C:6]([CH:11]=1)[C:7]([O:9][CH3:10])=[O:8].[Br:24][C:25]1[CH:30]=[CH:29][CH:28]=[C:27]([C:31]([F:34])([F:33])[F:32])[C:26]=1[CH2:35]Br.C([O-])([O-])=O.[Cs+].[Cs+]. (4) Given the product [Cl:3][C:4]1[CH:9]=[C:8]([Cl:10])[CH:7]=[C:6]([Cl:11])[C:5]=1[C:12]1([C:13]#[N:14])[CH2:17][CH2:16]1, predict the reactants needed to synthesize it. The reactants are: [H-].[Na+].[Cl:3][C:4]1[CH:9]=[C:8]([Cl:10])[CH:7]=[C:6]([Cl:11])[C:5]=1[CH2:12][C:13]#[N:14].Br[CH2:16][CH2:17]Br. (5) Given the product [CH2:4]([O:11][C:12]1[CH:17]=[C:16]([C:18]2[O:19][C:20]([CH3:23])=[CH:21][N:22]=2)[CH:15]=[C:14]([O:24][CH2:2][CH3:3])[C:13]=1[Br:25])[C:5]1[CH:6]=[CH:7][CH:8]=[CH:9][CH:10]=1, predict the reactants needed to synthesize it. The reactants are: I[CH2:2][CH3:3].[CH2:4]([O:11][C:12]1[C:13]([Br:25])=[C:14]([OH:24])[CH:15]=[C:16]([C:18]2[O:19][C:20]([CH3:23])=[CH:21][N:22]=2)[CH:17]=1)[C:5]1[CH:10]=[CH:9][CH:8]=[CH:7][CH:6]=1.C(=O)([O-])[O-].[K+].[K+].